This data is from Peptide-MHC class I binding affinity with 185,985 pairs from IEDB/IMGT. The task is: Regression. Given a peptide amino acid sequence and an MHC pseudo amino acid sequence, predict their binding affinity value. This is MHC class I binding data. (1) The MHC is HLA-A26:01 with pseudo-sequence HLA-A26:01. The binding affinity (normalized) is 0.241. The peptide sequence is ETVRHTMQE. (2) The peptide sequence is FFLRKLTSR. The MHC is HLA-A31:01 with pseudo-sequence HLA-A31:01. The binding affinity (normalized) is 0.643. (3) The peptide sequence is AYQPTRWFI. The binding affinity (normalized) is 0.0847. The MHC is HLA-A26:01 with pseudo-sequence HLA-A26:01. (4) The peptide sequence is GSEDRDLLY. The MHC is HLA-B15:01 with pseudo-sequence HLA-B15:01. The binding affinity (normalized) is 0.0847. (5) The peptide sequence is RSNDTELNY. The binding affinity (normalized) is 0.547. The MHC is HLA-A01:01 with pseudo-sequence HLA-A01:01. (6) The peptide sequence is GHQAAMQML. The MHC is HLA-B07:02 with pseudo-sequence HLA-B07:02. The binding affinity (normalized) is 0. (7) The peptide sequence is NTIDKSSPL. The MHC is HLA-A02:03 with pseudo-sequence HLA-A02:03. The binding affinity (normalized) is 0.695.